From a dataset of Acute oral toxicity (LD50) regression data from Zhu et al.. Regression/Classification. Given a drug SMILES string, predict its toxicity properties. Task type varies by dataset: regression for continuous values (e.g., LD50, hERG inhibition percentage) or binary classification for toxic/non-toxic outcomes (e.g., AMES mutagenicity, cardiotoxicity, hepatotoxicity). Dataset: ld50_zhu. (1) The molecule is CCCN(CCC)c1c([N+](=O)[O-])cc(C(F)(F)F)c(N)c1[N+](=O)[O-]. The rat oral LD50 is 1.36, given as -log10 of the dose in mol/kg body weight (higher means more acutely toxic). (2) The compound is CC(C)c1ccc2c(c1)CCC1C(C)(C(=O)O)CCCC21C. The rat oral LD50 is 2.25, given as -log10 of the dose in mol/kg body weight (higher means more acutely toxic). (3) The drug is COc1cc(S(C)=O)ccc1-c1nc2ncccc2[nH]1. The rat oral LD50 is 2.96, given as -log10 of the dose in mol/kg body weight (higher means more acutely toxic).